From a dataset of Catalyst prediction with 721,799 reactions and 888 catalyst types from USPTO. Predict which catalyst facilitates the given reaction. (1) Reactant: [NH2:1][C:2]1[CH:7]=[C:6]([NH:8][CH2:9][CH:10]2[CH2:15][CH2:14][N:13]([C:16]([O:18][C:19]([CH3:22])([CH3:21])[CH3:20])=[O:17])[CH2:12][CH2:11]2)[C:5]([Cl:23])=[CH:4][N:3]=1.Br[C:25]1[N:26]=[CH:27][C:28]([C:31]#[N:32])=[N:29][CH:30]=1.C1(P(C2C=CC=CC=2)C2C=CC3C(=CC=CC=3)C=2C2C3C(=CC=CC=3)C=CC=2P(C2C=CC=CC=2)C2C=CC=CC=2)C=CC=CC=1.CC(C)([O-])C.[Na+]. Product: [Cl:23][C:5]1[C:6]([NH:8][CH2:9][CH:10]2[CH2:11][CH2:12][N:13]([C:16]([O:18][C:19]([CH3:20])([CH3:22])[CH3:21])=[O:17])[CH2:14][CH2:15]2)=[CH:7][C:2]([NH:1][C:25]2[CH:30]=[N:29][C:28]([C:31]#[N:32])=[CH:27][N:26]=2)=[N:3][CH:4]=1. The catalyst class is: 12. (2) Reactant: [Cl:1][C:2]1[CH:3]=[C:4]([CH:8]=[CH:9][C:10]=1[CH:11]([O:13][C:14]1[CH:19]=[CH:18][CH:17]=[CH:16][CH:15]=1)[CH3:12])[C:5]([OH:7])=O.Cl.CN(C)CCCN=C=NCC.[NH2:32][CH2:33][C:34]1[C:35]([OH:42])=[N:36][C:37]([CH3:41])=[CH:38][C:39]=1[CH3:40]. Product: [Cl:1][C:2]1[CH:3]=[C:4]([CH:8]=[CH:9][C:10]=1[CH:11]([O:13][C:14]1[CH:19]=[CH:18][CH:17]=[CH:16][CH:15]=1)[CH3:12])[C:5]([NH:32][CH2:33][C:34]1[C:35]([OH:42])=[N:36][C:37]([CH3:41])=[CH:38][C:39]=1[CH3:40])=[O:7]. The catalyst class is: 4. (3) Product: [CH3:33][C:2]([CH3:1])([CH3:34])[CH2:3][C:4]([NH:6][C:7]1[C:8]([CH3:32])=[C:9]([CH3:31])[C:10]2[O:14][CH2:13][CH:12]([C:15]3[CH:20]=[CH:19][C:18]([CH:21]([CH3:28])[CH2:22][C:23]([OH:25])=[O:24])=[CH:17][CH:16]=3)[C:11]=2[C:29]=1[CH3:30])=[O:5]. The catalyst class is: 5. Reactant: [CH3:1][C:2]([CH3:34])([CH3:33])[CH2:3][C:4]([NH:6][C:7]1[C:8]([CH3:32])=[C:9]([CH3:31])[C:10]2[O:14][CH2:13][CH:12]([C:15]3[CH:20]=[CH:19][C:18]([CH:21]([CH3:28])[CH2:22][C:23]([O:25]CC)=[O:24])=[CH:17][CH:16]=3)[C:11]=2[C:29]=1[CH3:30])=[O:5].[OH-].[Na+].C1COCC1.Cl. (4) Reactant: Cl.[CH3:2][O:3][C:4]([C:6]1[N:7]([C:20]2[CH:25]=[CH:24][CH:23]=[CH:22][CH:21]=2)[C:8]2[C:13]([C:14](=[O:18])[C:15]=1[CH2:16][NH2:17])=[CH:12][CH:11]=[C:10]([Cl:19])[CH:9]=2)=[O:5].[N:26]1([C:32](Cl)=[O:33])[CH2:31][CH2:30][O:29][CH2:28][CH2:27]1.C(N(CC)C(C)C)(C)C. Product: [CH3:2][O:3][C:4]([C:6]1[N:7]([C:20]2[CH:25]=[CH:24][CH:23]=[CH:22][CH:21]=2)[C:8]2[C:13]([C:14](=[O:18])[C:15]=1[CH2:16][NH:17][C:32]([N:26]1[CH2:31][CH2:30][O:29][CH2:28][CH2:27]1)=[O:33])=[CH:12][CH:11]=[C:10]([Cl:19])[CH:9]=2)=[O:5]. The catalyst class is: 2.